This data is from Full USPTO retrosynthesis dataset with 1.9M reactions from patents (1976-2016). The task is: Predict the reactants needed to synthesize the given product. Given the product [NH2:52][C:53]1[CH:58]=[CH:57][CH:56]=[CH:55][C:54]=1[NH:59][C:60](=[O:71])[C:61]1[CH:66]=[CH:65][C:64]([NH:67][CH2:68][CH2:69][NH:70][C:19]([C:15]2[C:14]([CH3:22])=[C:13](/[CH:12]=[C:5]3\[C:6](=[O:11])[NH:7][C:8]4[C:4]\3=[CH:3][C:2]([F:1])=[CH:10][CH:9]=4)[NH:17][C:16]=2[CH3:18])=[O:21])=[N:63][CH:62]=1, predict the reactants needed to synthesize it. The reactants are: [F:1][C:2]1[CH:3]=[C:4]2[C:8](=[CH:9][CH:10]=1)[NH:7][C:6](=[O:11])/[C:5]/2=[CH:12]\[C:13]1[NH:17][C:16]([CH3:18])=[C:15]([C:19]([OH:21])=O)[C:14]=1[CH3:22].Cl.C(N=C=NCCCN(C)C)C.OC1C2N=NNC=2C=CC=1.C(N(CC)CC)C.[NH2:52][C:53]1[CH:58]=[CH:57][CH:56]=[CH:55][C:54]=1[NH:59][C:60](=[O:71])[C:61]1[CH:66]=[CH:65][C:64]([NH:67][CH2:68][CH2:69][NH2:70])=[N:63][CH:62]=1.